Dataset: NCI-60 drug combinations with 297,098 pairs across 59 cell lines. Task: Regression. Given two drug SMILES strings and cell line genomic features, predict the synergy score measuring deviation from expected non-interaction effect. Drug 1: C1CN1P(=S)(N2CC2)N3CC3. Drug 2: CC1=C(C(=O)C2=C(C1=O)N3CC4C(C3(C2COC(=O)N)OC)N4)N. Cell line: NCI-H460. Synergy scores: CSS=57.1, Synergy_ZIP=-0.807, Synergy_Bliss=-2.16, Synergy_Loewe=-4.83, Synergy_HSA=0.791.